This data is from Full USPTO retrosynthesis dataset with 1.9M reactions from patents (1976-2016). The task is: Predict the reactants needed to synthesize the given product. (1) Given the product [CH3:1][O:2][C:3]1[CH:8]=[CH:7][N:6]=[C:5]([O:9][S:10]([C:13]([F:16])([F:15])[F:14])(=[O:12])=[O:11])[CH:4]=1, predict the reactants needed to synthesize it. The reactants are: [CH3:1][O:2][C:3]1[CH:8]=[CH:7][NH:6][C:5](=[O:9])[CH:4]=1.[S:10](O[S:10]([C:13]([F:16])([F:15])[F:14])(=[O:12])=[O:11])([C:13]([F:16])([F:15])[F:14])(=[O:12])=[O:11].C(N(CC)CC)C. (2) Given the product [CH2:1]([C@:4]1([CH2:37][CH2:38][OH:39])[CH2:9][C@H:8]([C:10]2[CH:15]=[CH:14][CH:13]=[C:12]([Cl:16])[CH:11]=2)[C@@H:7]([C:17]2[CH:22]=[CH:21][C:20]([Cl:23])=[CH:19][CH:18]=2)[N:6]([C@@H:24]([CH2:34][CH3:35])[CH2:25][N:26]([CH3:33])[S:27]([CH:30]2[CH2:32][CH2:31]2)(=[O:28])=[O:29])[C:5]1=[O:36])[CH:2]=[CH2:3], predict the reactants needed to synthesize it. The reactants are: [CH2:1]([C@:4]1([CH2:37][CH2:38][O:39]CC2C=CC(OC)=CC=2)[CH2:9][C@H:8]([C:10]2[CH:15]=[CH:14][CH:13]=[C:12]([Cl:16])[CH:11]=2)[C@@H:7]([C:17]2[CH:22]=[CH:21][C:20]([Cl:23])=[CH:19][CH:18]=2)[N:6]([C@@H:24]([CH2:34][CH3:35])[CH2:25][N:26]([CH3:33])[S:27]([CH:30]2[CH2:32][CH2:31]2)(=[O:29])=[O:28])[C:5]1=[O:36])[CH:2]=[CH2:3].C(C1C=CC=C(C(C)(C)C)N=1)(C)(C)C.C(C1C(=O)C(Cl)=C(Cl)C(=O)C=1C#N)#N. (3) Given the product [Cl:35][C:33]1[CH:32]=[CH:31][C:30]([N:36]2[CH:40]=[N:39][N:38]=[N:37]2)=[C:29]([C:24]2[CH:23]=[C:22]3[N:27]([C@H:19]([C:17]4[NH:18][C:14]([C:11]5[CH:10]=[CH:9][C:8]([CH2:7][NH:6][C:50](=[O:51])[C:49]([F:60])([F:59])[F:48])=[CH:13][CH:12]=5)=[CH:15][N:16]=4)[CH2:20][CH2:21]3)[C:26](=[O:28])[CH:25]=2)[CH:34]=1, predict the reactants needed to synthesize it. The reactants are: ClCCl.Cl.Cl.[NH2:6][CH2:7][C:8]1[CH:13]=[CH:12][C:11]([C:14]2[NH:18][C:17]([C@H:19]3[N:27]4[C:22](=[CH:23][C:24]([C:29]5[CH:34]=[C:33]([Cl:35])[CH:32]=[CH:31][C:30]=5[N:36]5[CH:40]=[N:39][N:38]=[N:37]5)=[CH:25][C:26]4=[O:28])[CH2:21][CH2:20]3)=[N:16][CH:15]=2)=[CH:10][CH:9]=1.C(N(CC)CC)C.[F:48][C:49]([F:60])([F:59])[C:50](O[C:50](=[O:51])[C:49]([F:60])([F:59])[F:48])=[O:51].